From a dataset of TCR-epitope binding with 47,182 pairs between 192 epitopes and 23,139 TCRs. Binary Classification. Given a T-cell receptor sequence (or CDR3 region) and an epitope sequence, predict whether binding occurs between them. (1) The epitope is YIFFASFYY. The TCR CDR3 sequence is CASSEYRGVNNEQFF. Result: 0 (the TCR does not bind to the epitope). (2) The TCR CDR3 sequence is CASSTGNYGYTF. The epitope is GILGFVFTL. Result: 1 (the TCR binds to the epitope). (3) The epitope is IPIQASLPF. The TCR CDR3 sequence is CASSQSLAGDVYEQYF. Result: 1 (the TCR binds to the epitope). (4) Result: 1 (the TCR binds to the epitope). The TCR CDR3 sequence is CSASGTSLNEQFF. The epitope is FIAGLIAIV. (5) The epitope is KRWIILGLNK. The TCR CDR3 sequence is CASRGTGNQPQHF. Result: 0 (the TCR does not bind to the epitope). (6) The epitope is LLLGIGILV. The TCR CDR3 sequence is CASSLVEGYEQYF. Result: 0 (the TCR does not bind to the epitope). (7) The epitope is YVLDHLIVV. The TCR CDR3 sequence is CSVVPVTGSGTEAFF. Result: 0 (the TCR does not bind to the epitope).